From a dataset of Reaction yield outcomes from USPTO patents with 853,638 reactions. Predict the reaction yield, written as a fraction of the theoretical maximum amount of product (1.0 means a 100% yield; for example, 0.34 means a 34% yield). (1) The reactants are [O:1]=[S:2]1(=[O:12])[CH2:7][CH2:6][N:5]([CH2:8][CH2:9][CH2:10][OH:11])[CH2:4][CH2:3]1.[Cl:13][C:14]1[C:23]2[C:18](=[CH:19][C:20](O)=[C:21]([C:24]#[N:25])[CH:22]=2)[N:17]=[CH:16][CH:15]=1.C1(P(C2C=CC=CC=2)C2C=CC=CC=2)C=CC=CC=1.N(C(OCC)=O)=NC(OCC)=O. The catalyst is C(Cl)Cl. The product is [Cl:13][C:14]1[C:23]2[C:18](=[CH:19][C:20]([O:11][CH2:10][CH2:9][CH2:8][N:5]3[CH2:6][CH2:7][S:2](=[O:1])(=[O:12])[CH2:3][CH2:4]3)=[C:21]([C:24]#[N:25])[CH:22]=2)[N:17]=[CH:16][CH:15]=1. The yield is 0.870. (2) The reactants are [CH2:1]([O:19][C@H:20]1[C@H:24]([O:25][CH2:26][CH2:27][CH2:28][CH2:29][CH2:30][CH2:31][CH2:32][CH2:33]/[CH:34]=[CH:35]\[CH2:36]/[CH:37]=[CH:38]\[CH2:39][CH2:40][CH2:41][CH2:42][CH3:43])[CH2:23][NH:22][CH2:21]1)[CH2:2][CH2:3][CH2:4][CH2:5][CH2:6][CH2:7][CH2:8]/[CH:9]=[CH:10]\[CH2:11]/[CH:12]=[CH:13]\[CH2:14][CH2:15][CH2:16][CH2:17][CH3:18].[C:44]([O:48][CH2:49][CH3:50])(=[O:47])[CH:45]=[CH2:46].[O-]CC.[Na+]. The catalyst is C(O)C. The product is [CH2:1]([O:19][C@H:20]1[C@H:24]([O:25][CH2:26][CH2:27][CH2:28][CH2:29][CH2:30][CH2:31][CH2:32][CH2:33]/[CH:34]=[CH:35]\[CH2:36]/[CH:37]=[CH:38]\[CH2:39][CH2:40][CH2:41][CH2:42][CH3:43])[CH2:23][N:22]([CH2:46][CH2:45][C:44]([O:48][CH2:49][CH3:50])=[O:47])[CH2:21]1)[CH2:2][CH2:3][CH2:4][CH2:5][CH2:6][CH2:7][CH2:8]/[CH:9]=[CH:10]\[CH2:11]/[CH:12]=[CH:13]\[CH2:14][CH2:15][CH2:16][CH2:17][CH3:18]. The yield is 0.912. (3) The catalyst is N1C=CC=CC=1. The yield is 0.830. The reactants are [O:1]1[C:5]2[CH:6]=[CH:7][C:8]([C:10]3([C:13]([OH:15])=O)[CH2:12][CH2:11]3)=[CH:9][C:4]=2[O:3][CH2:2]1.S(Cl)(Cl)=O.CN(C)C=O.[Br:25][C:26]1[CH:27]=[CH:28][C:29]([NH2:32])=[N:30][CH:31]=1. The product is [O:1]1[C:5]2[CH:6]=[CH:7][C:8]([C:10]3([C:13]([NH:32][C:29]4[CH:28]=[CH:27][C:26]([Br:25])=[CH:31][N:30]=4)=[O:15])[CH2:11][CH2:12]3)=[CH:9][C:4]=2[O:3][CH2:2]1. (4) The reactants are [OH:1][CH:2]1[CH2:7][CH2:6][CH:5]([NH:8][C:9](=[O:15])[O:10][C:11]([CH3:14])([CH3:13])[CH3:12])[CH2:4][CH2:3]1.C(N(CC)CC)C.[CH3:23][S:24](Cl)(=[O:26])=[O:25].O. The catalyst is ClCCl. The product is [CH3:23][S:24]([O:1][CH:2]1[CH2:7][CH2:6][CH:5]([NH:8][C:9](=[O:15])[O:10][C:11]([CH3:12])([CH3:14])[CH3:13])[CH2:4][CH2:3]1)(=[O:26])=[O:25]. The yield is 0.580. (5) The reactants are [CH3:1][O:2][C:3]1[C:4]([N+:12]([O-:14])=[O:13])=[CH:5][C:6](C)=[C:7]([CH:10]=1)C#N.C(Cl)Cl.[CH3:18][C:19]([OH:21])=[O:20]. The catalyst is O.S(=O)(=O)(O)O. The product is [CH3:1][O:2][C:3]1[C:4]([N+:12]([O-:14])=[O:13])=[CH:5][C:6]([CH3:7])=[C:18]([CH:10]=1)[C:19]([OH:21])=[O:20]. The yield is 0.580. (6) The reactants are C1(P(C2CCCCC2)C2CCCCC2)CCCCC1.C([O-])(=O)C.[B:33]1([B:33]2[O:37][C:36]([CH3:39])([CH3:38])[C:35]([CH3:41])([CH3:40])[O:34]2)[O:37][C:36]([CH3:39])([CH3:38])[C:35]([CH3:41])([CH3:40])[O:34]1.Br[C:43]1[CH:44]=[C:45]([C:49](=[O:54])[C:50]([F:53])([F:52])[F:51])[CH:46]=[CH:47][CH:48]=1. The catalyst is O1CCOCC1.C1C=CC(/C=C/C(/C=C/C2C=CC=CC=2)=O)=CC=1.C1C=CC(/C=C/C(/C=C/C2C=CC=CC=2)=O)=CC=1.[Pd]. The product is [F:51][C:50]([F:52])([F:53])[C:49]([C:45]1[CH:46]=[CH:47][CH:48]=[C:43]([B:33]2[O:34][C:35]([CH3:40])([CH3:41])[C:36]([CH3:38])([CH3:39])[O:37]2)[CH:44]=1)=[O:54]. The yield is 0.290. (7) The reactants are Cl[C:2]1[N:7]=[C:6]([N:8]2[CH2:13][CH2:12][N:11]([C:14]([O:16][C:17]([CH3:20])([CH3:19])[CH3:18])=[O:15])[CH2:10][CH2:9]2)[CH:5]=[N:4][CH:3]=1.[C:21]1(OB(O)O)[CH:26]=[CH:25][CH:24]=[CH:23][CH:22]=1.P([O-])([O-])([O-])=O.[K+].[K+].[K+]. The catalyst is C1(C)C=CC=CC=1.C1(P(C2C=CC=CC=2)C2C3OC4C(=CC=CC=4P(C4C=CC=CC=4)C4C=CC=CC=4)C(C)(C)C=3C=CC=2)C=CC=CC=1. The product is [C:21]1([C:2]2[N:7]=[C:6]([N:8]3[CH2:13][CH2:12][N:11]([C:14]([O:16][C:17]([CH3:20])([CH3:19])[CH3:18])=[O:15])[CH2:10][CH2:9]3)[CH:5]=[N:4][CH:3]=2)[CH:26]=[CH:25][CH:24]=[CH:23][CH:22]=1. The yield is 0.420.